Dataset: Cav3 T-type calcium channel HTS with 100,875 compounds. Task: Binary Classification. Given a drug SMILES string, predict its activity (active/inactive) in a high-throughput screening assay against a specified biological target. (1) The result is 0 (inactive). The compound is s1c(c2oc(N3CC(OC(C3)C)C)c(n2)C#N)ccc1. (2) The drug is O1C(COc2c1cccc2)C(=O)NCc1cc2OCOc2cc1. The result is 0 (inactive). (3) The compound is O=C(Nc1ccccc1)c1c(cc([N+]([O-])=O)cc1)C(O)=O. The result is 0 (inactive). (4) The drug is O=C(N1CCN(CC1)c1ccccc1)c1[nH]cnc1C(=O)NC(CC(C)C)C(OCc1ccccc1)=O. The result is 0 (inactive).